This data is from Full USPTO retrosynthesis dataset with 1.9M reactions from patents (1976-2016). The task is: Predict the reactants needed to synthesize the given product. (1) Given the product [Cl:1][C:2]1[CH:3]=[N:4][N:5]([CH3:16])[C:6]=1[C:7]1[N:8]=[C:9]([C:12]([OH:14])=[O:13])[S:10][CH:11]=1, predict the reactants needed to synthesize it. The reactants are: [Cl:1][C:2]1[CH:3]=[N:4][N:5]([CH3:16])[C:6]=1[C:7]1[N:8]=[C:9]([C:12]([O:14]C)=[O:13])[S:10][CH:11]=1.[OH-].[K+]. (2) Given the product [F:75][C:69]1[C:70]([F:74])=[CH:71][CH:72]=[CH:73][C:68]=1[CH2:67][S:66][C:61]1[N:60]=[C:59]([O:58][C@H:56]([CH3:57])[C:55]([O:54][CH2:52][CH3:53])=[O:76])[CH:64]=[C:63]([NH:10][S:7]([C:5]2[N:4]=[C:3]([CH3:11])[N:2]([CH3:1])[CH:6]=2)(=[O:9])=[O:8])[N:62]=1, predict the reactants needed to synthesize it. The reactants are: [CH3:1][N:2]1[CH:6]=[C:5]([S:7]([NH2:10])(=[O:9])=[O:8])[N:4]=[C:3]1[CH3:11].C1(P(C2CCCCC2)C2C=CC=CC=2C2C(C(C)C)=CC(C(C)C)=CC=2C(C)C)CCCCC1.C(=O)([O-])[O-].[Cs+].[Cs+].[CH2:52]([O:54][C:55](=[O:76])[C@H:56]([O:58][C:59]1[CH:64]=[C:63](Cl)[N:62]=[C:61]([S:66][CH2:67][C:68]2[CH:73]=[CH:72][CH:71]=[C:70]([F:74])[C:69]=2[F:75])[N:60]=1)[CH3:57])[CH3:53]. (3) Given the product [Cl:1][C:2]1[CH:3]=[C:4]([NH:9][C:10]2[C:11]3[C:18]4[CH2:19][CH2:20][N:21]([C:23](=[O:40])/[CH:24]=[CH:25]/[CH2:26][N:27]5[CH2:28][CH2:29][NH:30][CH2:31][CH2:32]5)[CH2:22][C:17]=4[S:16][C:12]=3[N:13]=[CH:14][N:15]=2)[CH:5]=[CH:6][C:7]=1[F:8], predict the reactants needed to synthesize it. The reactants are: [Cl:1][C:2]1[CH:3]=[C:4]([NH:9][C:10]2[C:11]3[C:18]4[CH2:19][CH2:20][N:21]([C:23](=[O:40])/[CH:24]=[CH:25]/[CH2:26][N:27]5[CH2:32][CH2:31][N:30](C(OC(C)(C)C)=O)[CH2:29][CH2:28]5)[CH2:22][C:17]=4[S:16][C:12]=3[N:13]=[CH:14][N:15]=2)[CH:5]=[CH:6][C:7]=1[F:8].C(O)(C(F)(F)F)=O. (4) Given the product [CH3:35][N:34]([CH3:36])[C:32](=[O:33])[C@@H:31]([O:30][C:4]1[CH:13]=[CH:12][CH:11]=[C:10]2[C:5]=1[C:6]([NH:14][C:15]1[CH:20]=[CH:19][C:18]([O:21][C:22]3[CH:23]=[N:24][C:25]([CH3:28])=[CH:26][CH:27]=3)=[C:17]([CH3:29])[CH:16]=1)=[N:7][CH:8]=[N:9]2)[CH3:37], predict the reactants needed to synthesize it. The reactants are: [H-].[Na+].F[C:4]1[CH:13]=[CH:12][CH:11]=[C:10]2[C:5]=1[C:6]([NH:14][C:15]1[CH:20]=[CH:19][C:18]([O:21][C:22]3[CH:23]=[N:24][C:25]([CH3:28])=[CH:26][CH:27]=3)=[C:17]([CH3:29])[CH:16]=1)=[N:7][CH:8]=[N:9]2.[OH:30][C@@H:31]([CH3:37])[C:32]([N:34]([CH3:36])[CH3:35])=[O:33]. (5) Given the product [NH3:26].[CH3:1][OH:3].[Si:7]([O:14][CH2:15][CH2:16][N:50]1[CH2:49][CH2:48][CH:47]([CH2:46][O:45][C:41]2[CH:40]=[C:39]3[C:44]([C:35]([NH:34][C:31]4[CH:30]=[C:29]([CH2:28][C:27]([NH:26][C:20]5[CH:21]=[CH:22][CH:23]=[C:24]([F:25])[C:19]=5[F:18])=[O:53])[NH:33][N:32]=4)=[N:36][CH:37]=[N:38]3)=[CH:43][CH:42]=2)[CH2:52][CH2:51]1)([C:10]([CH3:11])([CH3:12])[CH3:13])([CH3:8])[CH3:9], predict the reactants needed to synthesize it. The reactants are: [C:1](O[BH3-])(=[O:3])C.[Na+].[Si:7]([O:14][CH2:15][CH:16]=O)([C:10]([CH3:13])([CH3:12])[CH3:11])([CH3:9])[CH3:8].[F:18][C:19]1[C:24]([F:25])=[CH:23][CH:22]=[CH:21][C:20]=1[NH:26][C:27](=[O:53])[CH2:28][C:29]1[NH:33][N:32]=[C:31]([NH:34][C:35]2[C:44]3[C:39](=[CH:40][C:41]([O:45][CH2:46][CH:47]4[CH2:52][CH2:51][NH:50][CH2:49][CH2:48]4)=[CH:42][CH:43]=3)[N:38]=[CH:37][N:36]=2)[CH:30]=1.C(O)(=O)C.